From a dataset of Full USPTO retrosynthesis dataset with 1.9M reactions from patents (1976-2016). Predict the reactants needed to synthesize the given product. (1) Given the product [NH2:22][C:14]1[C:15]([N+:17]([O-:19])=[O:18])=[CH:16][C:11]([CH:6]([O:5][C:1]([CH3:4])([CH3:3])[CH3:2])[C:7]([O:9][CH3:10])=[O:8])=[C:12]([Cl:21])[CH:13]=1, predict the reactants needed to synthesize it. The reactants are: [C:1]([O:5][CH:6]([C:11]1[CH:16]=[C:15]([N+:17]([O-:19])=[O:18])[C:14](F)=[CH:13][C:12]=1[Cl:21])[C:7]([O:9][CH3:10])=[O:8])([CH3:4])([CH3:3])[CH3:2].[NH3:22]. (2) Given the product [Cl:1][C:2]1[CH:7]=[CH:6][C:5]([OH:8])=[CH:4][C:3]=1[CH2:16][N:17]1[CH:21]=[CH:20][C:19]([NH:22][C:23](=[O:32])[C:24]2[C:25]([F:31])=[CH:26][CH:27]=[CH:28][C:29]=2[F:30])=[N:18]1, predict the reactants needed to synthesize it. The reactants are: [Cl:1][C:2]1[CH:7]=[CH:6][C:5]([O:8]CC2C=CC=CC=2)=[CH:4][C:3]=1[CH2:16][N:17]1[CH:21]=[CH:20][C:19]([NH:22][C:23](=[O:32])[C:24]2[C:29]([F:30])=[CH:28][CH:27]=[CH:26][C:25]=2[F:31])=[N:18]1. (3) Given the product [Cl:8][C:5]1[N:4]=[CH:3][C:2]([C:13]2[CH:14]=[CH:15][C:10]([F:9])=[CH:11][CH:12]=2)=[CH:7][N:6]=1, predict the reactants needed to synthesize it. The reactants are: Br[C:2]1[CH:3]=[N:4][C:5]([Cl:8])=[N:6][CH:7]=1.[F:9][C:10]1[CH:15]=[CH:14][C:13](B(O)O)=[CH:12][CH:11]=1.C(=O)([O-])[O-].[K+].[K+]. (4) Given the product [CH2:17]([O:6][C:5](=[O:7])[C:4]1[CH:8]=[CH:9][C:10]([NH2:11])=[C:2]([NH2:1])[CH:3]=1)[CH3:18], predict the reactants needed to synthesize it. The reactants are: [NH2:1][C:2]1[CH:3]=[C:4]([CH:8]=[CH:9][C:10]=1[NH2:11])[C:5]([OH:7])=[O:6].S(=O)(=O)(O)O.[CH2:17](O)[CH3:18]. (5) Given the product [CH3:18][O:17][N:16]([CH3:15])[C:8](=[O:9])[C:7]1[CH:11]=[CH:12][C:4]([N+:1]([O-:3])=[O:2])=[CH:5][C:6]=1[F:13], predict the reactants needed to synthesize it. The reactants are: [N+:1]([C:4]1[CH:12]=[CH:11][C:7]([C:8](O)=[O:9])=[C:6]([F:13])[CH:5]=1)([O-:3])=[O:2].Cl.[CH3:15][NH:16][O:17][CH3:18].C1C=CC2N(O)N=NC=2C=1.C(Cl)CCl.